Dataset: Full USPTO retrosynthesis dataset with 1.9M reactions from patents (1976-2016). Task: Predict the reactants needed to synthesize the given product. (1) Given the product [Br:1][C:2]1[CH:7]=[CH:6][C:5]([C:51]#[C:50][C:39]2([OH:38])[CH2:40][N:41]([C:43]([O:45][C:46]([CH3:48])([CH3:47])[CH3:49])=[O:44])[CH2:42]2)=[N:4][C:3]=1[C@@H:9]([NH:19][C:20](=[O:37])[CH2:21][N:22]1[C:26]2[C:27]([F:32])([F:31])[C@@H:28]3[CH2:30][C@@H:29]3[C:25]=2[C:24]([C:33]([F:34])([F:36])[F:35])=[N:23]1)[CH2:10][C:11]1[CH:16]=[C:15]([F:17])[CH:14]=[C:13]([F:18])[CH:12]=1, predict the reactants needed to synthesize it. The reactants are: [Br:1][C:2]1[C:3]([C@@H:9]([NH:19][C:20](=[O:37])[CH2:21][N:22]2[C:26]3[C:27]([F:32])([F:31])[C@@H:28]4[CH2:30][C@@H:29]4[C:25]=3[C:24]([C:33]([F:36])([F:35])[F:34])=[N:23]2)[CH2:10][C:11]2[CH:16]=[C:15]([F:17])[CH:14]=[C:13]([F:18])[CH:12]=2)=[N:4][C:5](Br)=[CH:6][CH:7]=1.[OH:38][C:39]1([C:50]#[C:51][Si](C)(C)C)[CH2:42][N:41]([C:43]([O:45][C:46]([CH3:49])([CH3:48])[CH3:47])=[O:44])[CH2:40]1.C(N(CC)CC)C.CCCC[N+](CCCC)(CCCC)CCCC.[F-]. (2) The reactants are: [OH:1][C@H:2]1[CH2:19][CH2:18][C@@:17]2([CH3:20])[C@@H:4]([CH2:5][CH2:6][C@:7]3([CH3:38])[C@@H:16]2[CH2:15][CH2:14][C@H:13]2[C@@:8]3([CH3:37])[CH2:9][CH2:10][C@@:11]3([C:27]([O:29][CH2:30][C:31]4[CH:36]=[CH:35][CH:34]=[CH:33][CH:32]=4)=[O:28])[CH2:23][CH2:22][C@@H:21]([C:24]([CH3:26])=[CH2:25])[C@@H:12]32)[C:3]1([CH3:40])[CH3:39].C1C=C[NH+]=CC=1.[O-][Cr](Cl)(=O)=O. Given the product [CH3:37][C@:8]12[C@@:7]3([CH3:38])[C@@H:16]([C@:17]4([CH3:20])[C@@H:4]([CH2:5][CH2:6]3)[C:3]([CH3:39])([CH3:40])[C:2](=[O:1])[CH2:19][CH2:18]4)[CH2:15][CH2:14][C@@H:13]1[C@H:12]1[C@H:21]([C:24]([CH3:26])=[CH2:25])[CH2:22][CH2:23][C@:11]1([C:27]([O:29][CH2:30][C:31]1[CH:32]=[CH:33][CH:34]=[CH:35][CH:36]=1)=[O:28])[CH2:10][CH2:9]2, predict the reactants needed to synthesize it. (3) Given the product [NH2:1][C:2]1([C:6]2[CH:7]=[CH:8][C:9]([C:12]3[C:13]([C:27]4[CH:28]=[CH:29][CH:30]=[CH:31][CH:32]=4)=[CH:14][C:15]4[N:20]([CH2:21][CH:22]([CH3:33])[CH3:23])[C:19](=[O:25])[CH2:18][O:17][C:16]=4[N:26]=3)=[CH:10][CH:11]=2)[CH2:5][CH2:4][CH2:3]1, predict the reactants needed to synthesize it. The reactants are: [NH2:1][C:2]1([C:6]2[CH:11]=[CH:10][C:9]([C:12]3[C:13]([C:27]4[CH:32]=[CH:31][CH:30]=[CH:29][CH:28]=4)=[CH:14][C:15]4[N:20]([CH2:21][CH2:22][C:23]#N)[C:19](=[O:25])[CH2:18][O:17][C:16]=4[N:26]=3)=[CH:8][CH:7]=2)[CH2:5][CH2:4][CH2:3]1.[C:33](OC(=O)NC1(C2C=CC(C3C(C4C=CC=CC=4)=CC4N(CCC)C(=O)COC=4N=3)=CC=2)CCC1)(C)(C)C. (4) Given the product [N+:9]([C:8]1[C:3]([O:2][CH3:1])=[C:4]([C:22]2[CH:23]=[C:24]([C:27]([OH:29])=[O:28])[O:25][CH:26]=2)[CH:5]=[CH:6][CH:7]=1)([O-:11])=[O:10], predict the reactants needed to synthesize it. The reactants are: [CH3:1][O:2][C:3]1[C:8]([N+:9]([O-:11])=[O:10])=[CH:7][CH:6]=[CH:5][C:4]=1B1OC(C)(C)C(C)(C)O1.Br[C:22]1[CH:23]=[C:24]([C:27]([OH:29])=[O:28])[O:25][CH:26]=1.C(=O)([O-])[O-].[K+].[K+].Cl. (5) Given the product [Br:1][C:2]1[CH:7]=[C:6]([S:8]([CH3:11])(=[O:10])=[O:9])[CH:5]=[CH:4][C:3]=1[NH:17][CH2:16][CH:13]1[CH2:15][CH2:14]1, predict the reactants needed to synthesize it. The reactants are: [Br:1][C:2]1[CH:7]=[C:6]([S:8]([CH3:11])(=[O:10])=[O:9])[CH:5]=[CH:4][C:3]=1F.[CH:13]1([CH2:16][NH2:17])[CH2:15][CH2:14]1. (6) The reactants are: [C:1]1(=[O:10])[C:9]2[C:4](=[CH:5][CH:6]=[CH:7][CH:8]=2)[CH2:3][NH:2]1.Br[CH2:12][C:13]1[CH:18]=[CH:17][C:16]([O:19][CH3:20])=[CH:15][CH:14]=1.C([O-])([O-])=O.[Cs+].[Cs+].C1OCCOCCOCCOCCOCCOC1. Given the product [CH3:20][O:19][C:16]1[CH:17]=[CH:18][C:13]([CH2:12][N:2]2[CH2:3][C:4]3[C:9](=[CH:8][CH:7]=[CH:6][CH:5]=3)[C:1]2=[O:10])=[CH:14][CH:15]=1, predict the reactants needed to synthesize it. (7) Given the product [CH3:20][C:16]([C:21]1[S:25][C:24]([NH:26][C:27](=[O:33])[C@@H:28]([NH:32][CH:7]2[CH2:6][CH2:5][C:4]3[C:9](=[C:10]([F:12])[CH:11]=[C:2]([F:1])[CH:3]=3)[CH2:8]2)[CH2:29][CH2:30][CH3:31])=[N:23][N:22]=1)([CH3:15])[CH2:17][CH2:18][CH3:19], predict the reactants needed to synthesize it. The reactants are: [F:1][C:2]1[CH:3]=[C:4]2[C:9](=[C:10]([F:12])[CH:11]=1)[CH2:8][C:7](=O)[CH2:6][CH2:5]2.Cl.[CH3:15][C:16]([C:21]1[S:25][C:24]([NH:26][C:27](=[O:33])[CH:28]([NH2:32])[CH2:29][CH2:30][CH3:31])=[N:23][N:22]=1)([CH3:20])[CH2:17][CH2:18][CH3:19].S([O-])([O-])(=O)=O.[Na+].[Na+].C(O[BH-](OC(=O)C)OC(=O)C)(=O)C.[Na+]. (8) Given the product [Br:15][C:16]1[CH:17]=[CH:18][C:19]([C@@H:22]([C:30]2[CH:35]=[CH:34][CH:33]=[CH:32][C:31]=2[CH3:36])[CH2:23][C:24]([C:2]2[CH:7]=[N:6][C:5]([O:8][CH3:9])=[CH:4][CH:3]=2)=[O:25])=[CH:20][CH:21]=1, predict the reactants needed to synthesize it. The reactants are: Br[C:2]1[CH:3]=[CH:4][C:5]([O:8][CH3:9])=[N:6][CH:7]=1.C([Li])CCC.[Br:15][C:16]1[CH:21]=[CH:20][C:19]([C@@H:22]([C:30]2[CH:35]=[CH:34][CH:33]=[CH:32][C:31]=2[CH3:36])[CH2:23][C:24](N(OC)C)=[O:25])=[CH:18][CH:17]=1. (9) The reactants are: Br[C:2]1[CH:14]=[CH:13][C:5]2[N:6]=[C:7]([NH:9][C:10](=[O:12])[CH3:11])[S:8][C:4]=2[CH:3]=1.CC([O-])=O.[K+].Cl[C:21]1[CH:22]=[CH:23][C:24]2[C:30](=[O:31])[NH:29][CH2:28][C:27](=[O:32])[NH:26][C:25]=2[CH:33]=1.C([O-])([O-])=O.[K+].[K+]. Given the product [O:32]=[C:27]1[NH:26][C:25]2[CH:33]=[C:21]([C:2]3[CH:14]=[CH:13][C:5]4[N:6]=[C:7]([NH:9][C:10](=[O:12])[CH3:11])[S:8][C:4]=4[CH:3]=3)[CH:22]=[CH:23][C:24]=2[C:30](=[O:31])[NH:29][CH2:28]1, predict the reactants needed to synthesize it.